From a dataset of Full USPTO retrosynthesis dataset with 1.9M reactions from patents (1976-2016). Predict the reactants needed to synthesize the given product. (1) Given the product [Br:16][C:17]1[CH:18]=[C:19]2[C:20]3([C:6]4[C:3](=[C:2]([F:1])[CH:9]=[CH:8][CH:7]=4)[C:4]([NH2:5])=[N:29]3)[C:21]3([CH2:22][CH2:23]3)[CH2:24][O:25][C:26]2=[CH:27][CH:28]=1, predict the reactants needed to synthesize it. The reactants are: [F:1][C:2]1[CH:9]=[CH:8][CH:7]=[C:6](I)[C:3]=1[C:4]#[N:5].C([Li])CCC.[Br:16][C:17]1[CH:18]=[C:19]2[C:26](=[CH:27][CH:28]=1)[O:25][CH2:24][C:21]1([CH2:23][CH2:22]1)[C:20]2=[N:29]S(C(C)(C)C)=O.[NH4+].[Cl-]. (2) Given the product [C:7]([NH:1][C@H:2]([C:4]([OH:6])=[O:5])[CH3:3])(=[O:9])[CH3:8], predict the reactants needed to synthesize it. The reactants are: [NH2:1][CH:2]([C:4]([OH:6])=[O:5])[CH3:3].[C:7](O)(=[O:9])[CH3:8].C(OC(=O)C)(=O)C. (3) The reactants are: Br[C:2]1[C:3]2[N:4]([N:8]=[C:9]([NH:11][C:12]3[CH:13]=[N:14][N:15]([CH2:17][O:18][CH2:19][CH2:20][Si:21]([CH3:24])([CH3:23])[CH3:22])[CH:16]=3)[N:10]=2)[CH:5]=[CH:6][CH:7]=1.[Cl:25][C:26]1[CH:31]=[CH:30][C:29]([C:32]2([CH2:38][OH:39])[CH2:37][CH2:36][NH:35][CH2:34][CH2:33]2)=[CH:28][CH:27]=1. Given the product [Cl:25][C:26]1[CH:31]=[CH:30][C:29]([C:32]2([CH2:38][OH:39])[CH2:37][CH2:36][N:35]([C:2]3[C:3]4[N:4]([N:8]=[C:9]([NH:11][C:12]5[CH:13]=[N:14][N:15]([CH2:17][O:18][CH2:19][CH2:20][Si:21]([CH3:24])([CH3:23])[CH3:22])[CH:16]=5)[N:10]=4)[CH:5]=[CH:6][CH:7]=3)[CH2:34][CH2:33]2)=[CH:28][CH:27]=1, predict the reactants needed to synthesize it. (4) Given the product [F:11][C:10]1[C:2]([NH:19][CH2:18][C:17]2[CH:20]=[CH:21][C:14]([O:13][CH3:12])=[CH:15][CH:16]=2)=[CH:3][C:4]2[S:8][CH:7]=[N:6][C:5]=2[CH:9]=1, predict the reactants needed to synthesize it. The reactants are: Br[C:2]1[C:10]([F:11])=[CH:9][C:5]2[N:6]=[CH:7][S:8][C:4]=2[CH:3]=1.[CH3:12][O:13][C:14]1[CH:21]=[CH:20][C:17]([CH2:18][NH2:19])=[CH:16][CH:15]=1.CC1(C)C2C(=C(P(C3C=CC=CC=3)C3C=CC=CC=3)C=CC=2)OC2C(P(C3C=CC=CC=3)C3C=CC=CC=3)=CC=CC1=2.C([O-])([O-])=O.[Cs+].[Cs+].N#N. (5) The reactants are: [Cl:1][C:2]1[CH:3]=[C:4]([CH2:20][CH2:21][O:22][C:23](=[O:25])[CH3:24])[CH:5]=[C:6]([Cl:19])[C:7]=1[O:8][C:9]1[CH:14]=[C:13]([CH:15]([CH3:17])[CH3:16])[C:12](=[O:18])[NH:11][N:10]=1.[C:26](=O)([O-])[O-].[K+].[K+].CI. Given the product [Cl:1][C:2]1[CH:3]=[C:4]([CH2:20][CH2:21][O:22][C:23](=[O:25])[CH3:24])[CH:5]=[C:6]([Cl:19])[C:7]=1[O:8][C:9]1[CH:14]=[C:13]([CH:15]([CH3:17])[CH3:16])[C:12](=[O:18])[N:11]([CH3:26])[N:10]=1, predict the reactants needed to synthesize it. (6) Given the product [Br:1][C:2]1[CH:7]=[CH:6][CH:5]=[CH:4][C:3]=1[S:8][CH2:12][CH2:13][O:14][CH:15]1[CH2:20][CH2:19][CH2:18][CH2:17][O:16]1, predict the reactants needed to synthesize it. The reactants are: [Br:1][C:2]1[CH:7]=[CH:6][CH:5]=[CH:4][C:3]=1[SH:8].[H-].[Na+].Br[CH2:12][CH2:13][O:14][CH:15]1[CH2:20][CH2:19][CH2:18][CH2:17][O:16]1.C(=O)([O-])[O-].[Na+].[Na+]. (7) Given the product [C:17]([OH:30])(=[O:29])[CH:18]=[CH2:19].[NH2:54][C:55]([O:16][CH2:6][CH3:5])=[O:56], predict the reactants needed to synthesize it. The reactants are: C([C:5]1C=C(C)C=C(C(C)(C)C)[C:6]=1[OH:16])(C)(C)C.[C:17]([O-:30])(=[O:29])[CH2:18][CH2:19]CCCCCCCCC.[C:17]([O-:30])(=[O:29])[CH2:18][CH2:19]CCCCCCCCC.C([Sn+2]CCCC)CCC.[N:54](C1C=CC(OP(OC2C=CC(N=C=O)=CC=2)(OC2C=CC(N=C=O)=CC=2)=S)=CC=1)=[C:55]=[O:56].C(OCCO)(=O)C=C.[N-]=C=O. (8) Given the product [CH:16]([N:19]1[CH2:24][CH2:23][N:22]([CH2:2][CH2:3][CH2:4][N:5]2[C:9](=[O:10])[C:8]3[C:7](=[CH:14][CH:13]=[CH:12][CH:11]=3)[C:6]2=[O:15])[CH2:21][CH2:20]1)([CH3:18])[CH3:17], predict the reactants needed to synthesize it. The reactants are: Br[CH2:2][CH2:3][CH2:4][N:5]1[C:9](=[O:10])[C:8]2=[CH:11][CH:12]=[CH:13][CH:14]=[C:7]2[C:6]1=[O:15].[CH:16]([N:19]1[CH2:24][CH2:23][NH:22][CH2:21][CH2:20]1)([CH3:18])[CH3:17].C(N(C(C)C)CC)(C)C.[Na+].[Cl-].